This data is from Forward reaction prediction with 1.9M reactions from USPTO patents (1976-2016). The task is: Predict the product of the given reaction. (1) Given the reactants [Br:1][C:2]1[CH:10]=[CH:9][C:8]([CH3:11])=[CH:7][C:3]=1[C:4]([OH:6])=[O:5].OS(O)(=O)=O.[CH3:17]O, predict the reaction product. The product is: [Br:1][C:2]1[CH:10]=[CH:9][C:8]([CH3:11])=[CH:7][C:3]=1[C:4]([O:6][CH3:17])=[O:5]. (2) Given the reactants Br[CH2:2][C:3]1[CH:8]=[CH:7][CH:6]=[CH:5][C:4]=1/[C:9](=[CH:14]\[O:15][CH3:16])/[C:10]([O:12][CH3:13])=[O:11].[OH:17][C:18]1[C:25]([CH3:26])=[CH:24][C:21]([CH:22]=[O:23])=[C:20]([CH3:27])[CH:19]=1.C(=O)([O-])[O-].[Cs+].[Cs+], predict the reaction product. The product is: [CH:22]([C:21]1[C:20]([CH3:27])=[CH:19][C:18]([O:17][CH2:2][C:3]2[CH:8]=[CH:7][CH:6]=[CH:5][C:4]=2/[C:9](=[CH:14]\[O:15][CH3:16])/[C:10]([O:12][CH3:13])=[O:11])=[C:25]([CH3:26])[CH:24]=1)=[O:23]. (3) Given the reactants [Cl:1][C:2]1[C:3]([N:8]2[C:12]([C:13]3[O:22][C:21](=[O:23])[C:20]4[C:15](=[C:16]([C:27]#[N:28])[CH:17]=[C:18]5[CH:26]=[N:25][NH:24][C:19]5=4)[N:14]=3)=[CH:11][C:10]([C:29]([F:32])([F:31])[F:30])=[N:9]2)=[N:4][CH:5]=[CH:6][CH:7]=1.Cl.[C:34]1([NH2:40])([CH:37]2[CH2:39][CH2:38]2)[CH2:36][CH2:35]1.C(N(CC)CC)C, predict the reaction product. The product is: [C:34]1([NH:40][C:21]([C:20]2[C:15]([NH:14][C:13]([C:12]3[N:8]([C:3]4[C:2]([Cl:1])=[CH:7][CH:6]=[CH:5][N:4]=4)[N:9]=[C:10]([C:29]([F:31])([F:30])[F:32])[CH:11]=3)=[O:22])=[C:16]([C:27]#[N:28])[CH:17]=[C:18]3[C:19]=2[NH:24][N:25]=[CH:26]3)=[O:23])([CH:37]2[CH2:39][CH2:38]2)[CH2:36][CH2:35]1. (4) Given the reactants S(O)(O)(=O)=O.[NH2:6][C:7]1[N:12]=[C:11]([NH2:13])[N:10]=[C:9]([NH2:14])[C:8]=1[NH2:15].[Cl-].[Ba+2].[Cl-].[OH:19][CH:20](O)[C:21](=O)[CH3:22].O.Cl.N[C@H](C(O)=O)CS, predict the reaction product. The product is: [NH2:13][C:11]1[N:12]=[C:7]([NH2:6])[C:8]2[C:9](=[N:14][CH:22]=[C:21]([CH2:20][OH:19])[N:15]=2)[N:10]=1.